This data is from Reaction yield outcomes from USPTO patents with 853,638 reactions. The task is: Predict the reaction yield, written as a fraction of the theoretical maximum amount of product (1.0 means a 100% yield; for example, 0.34 means a 34% yield). (1) The reactants are [CH3:1][O:2][C@H:3]([CH3:7])[C:4]([OH:6])=O.C[N:9]1CCOCC1.ClC(OCC(C)C)=O.Cl[C:24]1[CH:29]=[C:28]([O:30][C:31]2[C:36]([F:37])=[CH:35][C:34]([NH:38][C:39]([C:41]3([C:44]([NH:46][C:47]4[CH:52]=[CH:51][C:50]([F:53])=[CH:49][CH:48]=4)=[O:45])[CH2:43][CH2:42]3)=[O:40])=[C:33]([F:54])[CH:32]=2)[CH:27]=[CH:26][N:25]=1. The catalyst is C(Cl)Cl. The product is [F:54][C:33]1[CH:32]=[C:31]([O:30][C:28]2[CH:27]=[CH:26][N:25]=[C:24]([NH:9][C:4](=[O:6])[C@H:3]([O:2][CH3:1])[CH3:7])[CH:29]=2)[C:36]([F:37])=[CH:35][C:34]=1[NH:38][C:39]([C:41]1([C:44]([NH:46][C:47]2[CH:52]=[CH:51][C:50]([F:53])=[CH:49][CH:48]=2)=[O:45])[CH2:43][CH2:42]1)=[O:40]. The yield is 0.210. (2) The reactants are [CH2:1]([O:3][C:4](=[O:18])/[CH:5]=[CH:6]/[C:7]1[CH:16]=[C:15]([Cl:17])[C:10]2[O:11][CH2:12][CH2:13][O:14][C:9]=2[CH:8]=1)[CH3:2].[Br-].[F:20][C:21]1[CH:32]=[CH:31][CH:30]=[CH:29][C:22]=1[CH2:23][S+]1CCCC1. No catalyst specified. The product is [CH2:1]([O:3][C:4]([C@@H:5]1[C@H:23]([C:22]2[CH:29]=[CH:30][CH:31]=[CH:32][C:21]=2[F:20])[C@H:6]1[C:7]1[CH:16]=[C:15]([Cl:17])[C:10]2[O:11][CH2:12][CH2:13][O:14][C:9]=2[CH:8]=1)=[O:18])[CH3:2]. The yield is 0.390. (3) The reactants are C(OC(=O)[NH:7][C@H:8]([C:10]1[N:14]([CH2:15][CH3:16])[C:13]2[C:17]([C:22]3[CH:27]=[CH:26][CH:25]=[CH:24][N:23]=3)=[C:18]([F:21])[CH:19]=[CH:20][C:12]=2[N:11]=1)[CH3:9])(C)(C)C.C(O)(C(F)(F)F)=O. The catalyst is C(Cl)Cl. The product is [CH2:15]([N:14]1[C:13]2[C:17]([C:22]3[CH:27]=[CH:26][CH:25]=[CH:24][N:23]=3)=[C:18]([F:21])[CH:19]=[CH:20][C:12]=2[N:11]=[C:10]1[C@@H:8]([NH2:7])[CH3:9])[CH3:16]. The yield is 0.880. (4) The reactants are [CH3:1][C:2]1[CH:10]=[C:9]2[C:5]([CH:6]=[CH:7][NH:8]2)=[N:4][CH:3]=1.ClS([N:15]=[C:16]=O)(=O)=O.CN(C=O)C. The product is [C:16]([C:6]1[C:5]2[C:9](=[CH:10][C:2]([CH3:1])=[CH:3][N:4]=2)[NH:8][CH:7]=1)#[N:15]. The catalyst is C(#N)C. The yield is 0.560. (5) The reactants are [C:1]([C:3]1[C:4]([I:15])=[C:5]([C:10]([O:12][CH2:13][CH3:14])=[O:11])[S:6][C:7]=1SC)#[N:2].[CH:16]1C=C(Cl)C=C(C(OO)=O)C=1.[S:27]([O-:30])([O-])=[O:28].[Na+].[Na+].C(=O)([O-])[O-].[K+].[K+]. The catalyst is C(Cl)Cl.C1COCC1. The product is [I:15][C:4]1[C:3]([C:1]#[N:2])=[C:7]([S:27]([CH3:16])(=[O:30])=[O:28])[S:6][C:5]=1[C:10]([O:12][CH2:13][CH3:14])=[O:11]. The yield is 0.780.